From a dataset of Catalyst prediction with 721,799 reactions and 888 catalyst types from USPTO. Predict which catalyst facilitates the given reaction. (1) Reactant: [CH3:1][N:2]1[CH2:19][CH2:18][C:5]2[NH:6][C:7]3[CH:8]=[CH:9][C:10]([O:13][C:14]([F:17])([F:16])[F:15])=[CH:11][C:12]=3[C:4]=2[CH2:3]1.N1CCC[C@H]1C(O)=O.P([O-])([O-])([O-])=O.[K+].[K+].[K+].Br[CH:37]=[C:38]([C:40]1[CH:45]=[CH:44][N:43]=[CH:42][CH:41]=1)[CH3:39]. Product: [CH3:1][N:2]1[CH2:19][CH2:18][C:5]2[N:6](/[CH:37]=[C:38](/[C:40]3[CH:45]=[CH:44][N:43]=[CH:42][CH:41]=3)\[CH3:39])[C:7]3[CH:8]=[CH:9][C:10]([O:13][C:14]([F:17])([F:15])[F:16])=[CH:11][C:12]=3[C:4]=2[CH2:3]1. The catalyst class is: 122. (2) Reactant: [CH2:1]([O:3][C:4]([C:6]1[C:7]([OH:26])=[C:8]2[CH:16]=[CH:15][N:14]([CH2:17][C:18]3[CH:23]=[CH:22][CH:21]=[C:20]([O:24][CH3:25])[CH:19]=3)[C:9]2=[C:10]([C:12]#[N:13])[N:11]=1)=[O:5])[CH3:2].[C:27](OC(=O)C)(=[O:29])[CH3:28]. Product: [CH2:1]([O:3][C:4]([C:6]1[C:7]([O:26][C:27](=[O:29])[CH3:28])=[C:8]2[CH:16]=[CH:15][N:14]([CH2:17][C:18]3[CH:23]=[CH:22][CH:21]=[C:20]([O:24][CH3:25])[CH:19]=3)[C:9]2=[C:10]([C:12]#[N:13])[N:11]=1)=[O:5])[CH3:2]. The catalyst class is: 66. (3) Reactant: [Cl:1][C:2]1[CH:3]=[C:4]([C:12]2[O:16][N:15]=[C:14]([C:17]3[CH:22]=[CH:21][C:20]([OH:23])=[CH:19][C:18]=3[CH3:24])[N:13]=2)[CH:5]=[CH:6][C:7]=1[O:8][CH:9]([CH3:11])[CH3:10].Br[CH2:26][CH2:27][CH2:28][CH2:29][C:30]([O:32][CH2:33][CH3:34])=[O:31].C(=O)([O-])[O-].[K+].[K+]. Product: [Cl:1][C:2]1[CH:3]=[C:4]([C:12]2[O:16][N:15]=[C:14]([C:17]3[CH:22]=[CH:21][C:20]([O:23][CH2:26][CH2:27][CH2:28][CH2:29][C:30]([O:32][CH2:33][CH3:34])=[O:31])=[CH:19][C:18]=3[CH3:24])[N:13]=2)[CH:5]=[CH:6][C:7]=1[O:8][CH:9]([CH3:10])[CH3:11]. The catalyst class is: 21.